Dataset: Reaction yield outcomes from USPTO patents with 853,638 reactions. Task: Predict the reaction yield, written as a fraction of the theoretical maximum amount of product (1.0 means a 100% yield; for example, 0.34 means a 34% yield). The reactants are [CH3:1][N:2]([CH3:13])[C:3]1[CH:8]=[CH:7][C:6]([N+:9]([O-])=O)=[CH:5][C:4]=1[CH3:12]. The catalyst is CO.[Pd]. The product is [NH2:9][C:6]1[CH:7]=[CH:8][C:3]([N:2]([CH3:1])[CH3:13])=[C:4]([CH3:12])[CH:5]=1. The yield is 0.730.